From a dataset of Full USPTO retrosynthesis dataset with 1.9M reactions from patents (1976-2016). Predict the reactants needed to synthesize the given product. (1) Given the product [BrH:1].[Br:1][CH2:13][C:12]([C:10]1[CH:9]=[CH:8][N:7]=[C:6]([N+:3]([O-:5])=[O:4])[CH:11]=1)=[O:14], predict the reactants needed to synthesize it. The reactants are: [Br:1]Br.[N+:3]([C:6]1[CH:11]=[C:10]([C:12](=[O:14])[CH3:13])[CH:9]=[CH:8][N:7]=1)([O-:5])=[O:4]. (2) Given the product [N:10]1([C:5]2[CH:6]=[CH:7][CH:8]=[CH:9][C:4]=2[NH:23][C:24](=[O:26])[CH3:25])[CH2:11][CH2:12][NH:13][CH2:14][CH2:15]1, predict the reactants needed to synthesize it. The reactants are: C([C:4]1[CH:9]=[CH:8][CH:7]=[CH:6][C:5]=1[N:10]1[CH2:15][CH2:14][NH:13][CH2:12][CH2:11]1)(C)C.NC1C=CC=CC=1[NH:23][C:24](=[O:26])[CH3:25].C(C1C=CC=CC=1N)(C)C.[K+].[Br-]. (3) The reactants are: [F:1][C:2]1[CH:3]=[C:4]([C:9]2[CH2:10][CH2:11][CH2:12][C:13]3[CH:25]=[C:24]([OH:26])[CH:23]=[CH:22][C:14]=3[C:15]=2[CH2:16][CH2:17][CH2:18][CH2:19][CH2:20]O)[CH:5]=[CH:6][C:7]=1[OH:8].C1(P(C2C=CC=CC=2)C2C=CC=CC=2)C=CC=CC=1.C(Br)(Br)(Br)[Br:47]. Given the product [Br:47][CH2:20][CH2:19][CH2:18][CH2:17][CH2:16][C:15]1[C:14]2[CH:22]=[CH:23][C:24]([OH:26])=[CH:25][C:13]=2[CH2:12][CH2:11][CH2:10][C:9]=1[C:4]1[CH:5]=[CH:6][C:7]([OH:8])=[C:2]([F:1])[CH:3]=1, predict the reactants needed to synthesize it. (4) Given the product [CH2:1]=[C:7]([CH2:8][CH2:9][CH2:10][CH2:11][CH3:12])[CH:6]=[O:13], predict the reactants needed to synthesize it. The reactants are: [C:1](O)(=O)C.O.[CH:6](=[O:13])[CH2:7][CH2:8][CH2:9][CH2:10][CH2:11][CH3:12]. (5) Given the product [C:54]1([CH3:57])[CH:55]=[CH:56][C:51]([S:48]([N:44]2[CH2:45][CH2:46][CH2:47][C@H:43]2[C:41]([NH:40][C@H:36]([C:37]([OH:39])=[O:38])[CH2:35][C:32]2[CH:33]=[CH:34][C:29]([NH:28][S:25]([CH3:24])(=[O:26])=[O:27])=[CH:30][CH:31]=2)=[O:42])(=[O:49])=[O:50])=[CH:52][CH:53]=1, predict the reactants needed to synthesize it. The reactants are: C1(C)C=CC(S(N2CCCC2C(NC(C)C(O)=O)=O)(=O)=O)=CC=1.[CH3:24][S:25]([NH:28][C:29]1[CH:34]=[CH:33][C:32]([CH2:35][CH:36]([NH:40][C:41]([CH:43]2[CH2:47][CH2:46][CH2:45][N:44]2[S:48]([C:51]2[CH:56]=[CH:55][C:54]([CH3:57])=[CH:53][CH:52]=2)(=[O:50])=[O:49])=[O:42])[C:37]([OH:39])=[O:38])=[CH:31][CH:30]=1)(=[O:27])=[O:26]. (6) Given the product [C:1]([O:5][C:6]([N:8]1[CH2:14][CH2:13][CH2:12][CH:11]([O:15][CH2:41][C:42]2[C:43]([C:50]3[C:51]([Cl:57])=[CH:52][CH:53]=[CH:54][C:55]=3[Cl:56])=[N:44][O:45][C:46]=2[CH:47]2[CH2:49][CH2:48]2)[CH2:10][CH2:9]1)=[O:7])([CH3:4])([CH3:2])[CH3:3], predict the reactants needed to synthesize it. The reactants are: [C:1]([O:5][C:6]([N:8]1[CH2:14][CH2:13][CH2:12][CH:11]([OH:15])[CH2:10][CH2:9]1)=[O:7])([CH3:4])([CH3:3])[CH3:2].C1OCCOCCOCCOCCOCCOC1.CC(C)([O-])C.[K+].Br[CH2:41][C:42]1[C:43]([C:50]2[C:55]([Cl:56])=[CH:54][CH:53]=[CH:52][C:51]=2[Cl:57])=[N:44][O:45][C:46]=1[CH:47]1[CH2:49][CH2:48]1. (7) Given the product [CH2:33]([NH:40][C:30]([C:27]1[CH:28]=[CH:29][C:24]([C:6]2[C:5]([C:3]([OH:2])=[O:4])=[CH:10][C:9]([C:11]3[S:12][CH:13]=[C:14]([C:16]4[CH:21]=[CH:20][C:19]([Cl:22])=[C:18]([Cl:23])[CH:17]=4)[N:15]=3)=[CH:8][CH:7]=2)=[CH:25][CH:26]=1)=[O:31])[C:34]1[CH:39]=[CH:38][CH:37]=[CH:36][CH:35]=1, predict the reactants needed to synthesize it. The reactants are: C[O:2][C:3]([C:5]1[C:6]([C:24]2[CH:29]=[CH:28][C:27]([C:30](O)=[O:31])=[CH:26][CH:25]=2)=[CH:7][CH:8]=[C:9]([C:11]2[S:12][CH:13]=[C:14]([C:16]3[CH:21]=[CH:20][C:19]([Cl:22])=[C:18]([Cl:23])[CH:17]=3)[N:15]=2)[CH:10]=1)=[O:4].[CH2:33]([NH2:40])[C:34]1[CH:39]=[CH:38][CH:37]=[CH:36][CH:35]=1.